Dataset: Forward reaction prediction with 1.9M reactions from USPTO patents (1976-2016). Task: Predict the product of the given reaction. (1) Given the reactants [CH2:1]([CH:3]([C:6]1[C:7]2[N:8]([CH:13]=[C:14]([C:16]([F:19])([F:18])[F:17])[N:15]=2)[N:9]=[C:10]([CH3:12])[CH:11]=1)[CH2:4][CH3:5])[CH3:2].Br[C:21]1[S:22][CH:23]=[CH:24][C:25]=1[CH3:26].C([O-])([O-])=O.[Cs+].[Cs+].C1C=CC(P(C2C=CC=CC=2)C2C=CC=CC=2)=CC=1, predict the reaction product. The product is: [CH2:1]([CH:3]([C:6]1[C:7]2[N:8]([C:13]([C:21]3[S:22][CH:23]=[CH:24][C:25]=3[CH3:26])=[C:14]([C:16]([F:18])([F:19])[F:17])[N:15]=2)[N:9]=[C:10]([CH3:12])[CH:11]=1)[CH2:4][CH3:5])[CH3:2]. (2) The product is: [CH2:1]([O:3][C:4](=[O:24])[CH:5]([C:10]1[CH:15]=[C:14]([C:16]([F:18])([F:19])[F:17])[C:13]([O:20][CH2:28][CH:25]2[CH2:27][CH2:26]2)=[C:12]([N+:21]([O-:23])=[O:22])[CH:11]=1)[CH2:6][CH:7]([CH3:9])[CH3:8])[CH3:2]. Given the reactants [CH2:1]([O:3][C:4](=[O:24])[CH:5]([C:10]1[CH:15]=[C:14]([C:16]([F:19])([F:18])[F:17])[C:13]([OH:20])=[C:12]([N+:21]([O-:23])=[O:22])[CH:11]=1)[CH2:6][CH:7]([CH3:9])[CH3:8])[CH3:2].[CH:25]1([CH2:28]O)[CH2:27][CH2:26]1.C1(P(C2C=CC=CC=2)C2C=CC=CC=2)C=CC=CC=1.N(C(OCC)=O)=NC(OCC)=O, predict the reaction product. (3) Given the reactants [CH3:1][O:2][C:3](=[O:15])[C:4]1[CH:9]=[CH:8][C:7]([C:10](=O)[CH:11](Br)[F:12])=[CH:6][CH:5]=1.[CH3:16][N:17]1[CH2:22][CH2:21][N:20]([C:23](=[S:25])[NH2:24])[CH2:19][CH2:18]1, predict the reaction product. The product is: [CH3:1][O:2][C:3](=[O:15])[C:4]1[CH:9]=[CH:8][C:7]([C:10]2[N:24]=[C:23]([N:20]3[CH2:21][CH2:22][N:17]([CH3:16])[CH2:18][CH2:19]3)[S:25][C:11]=2[F:12])=[CH:6][CH:5]=1. (4) Given the reactants [CH:1]1([N:5]2[CH2:11][CH2:10][C:9]3[CH:12]=[C:13]([O:16][C:17]4[N:18]=[CH:19][C:20]([C:23](Cl)=[O:24])=[N:21][CH:22]=4)[CH:14]=[CH:15][C:8]=3[CH2:7][CH2:6]2)[CH2:4][CH2:3][CH2:2]1.[CH3:26][NH2:27], predict the reaction product. The product is: [CH3:26][NH:27][C:23]([C:20]1[CH:19]=[N:18][C:17]([O:16][C:13]2[CH:14]=[CH:15][C:8]3[CH2:7][CH2:6][N:5]([CH:1]4[CH2:4][CH2:3][CH2:2]4)[CH2:11][CH2:10][C:9]=3[CH:12]=2)=[CH:22][N:21]=1)=[O:24]. (5) The product is: [CH2:1]([O:3][C:4]1[N:9]=[CH:8][C:7]([NH:10][C:12](=[O:13])[O:14][C:15]([CH3:18])([CH3:17])[CH3:16])=[C:6]([CH3:11])[CH:5]=1)[CH3:2]. Given the reactants [CH2:1]([O:3][C:4]1[N:9]=[CH:8][C:7]([NH2:10])=[C:6]([CH3:11])[CH:5]=1)[CH3:2].[C:12](O[C:12]([O:14][C:15]([CH3:18])([CH3:17])[CH3:16])=[O:13])([O:14][C:15]([CH3:18])([CH3:17])[CH3:16])=[O:13], predict the reaction product.